From a dataset of NCI-60 drug combinations with 297,098 pairs across 59 cell lines. Regression. Given two drug SMILES strings and cell line genomic features, predict the synergy score measuring deviation from expected non-interaction effect. (1) Drug 1: C1=CC(=C2C(=C1NCCNCCO)C(=O)C3=C(C=CC(=C3C2=O)O)O)NCCNCCO. Drug 2: CCC1(CC2CC(C3=C(CCN(C2)C1)C4=CC=CC=C4N3)(C5=C(C=C6C(=C5)C78CCN9C7C(C=CC9)(C(C(C8N6C=O)(C(=O)OC)O)OC(=O)C)CC)OC)C(=O)OC)O.OS(=O)(=O)O. Cell line: MOLT-4. Synergy scores: CSS=83.6, Synergy_ZIP=3.40, Synergy_Bliss=3.22, Synergy_Loewe=0.583, Synergy_HSA=3.37. (2) Drug 1: C1CC(=O)NC(=O)C1N2CC3=C(C2=O)C=CC=C3N. Drug 2: COC1=NC(=NC2=C1N=CN2C3C(C(C(O3)CO)O)O)N. Cell line: SF-268. Synergy scores: CSS=7.11, Synergy_ZIP=7.07, Synergy_Bliss=6.74, Synergy_Loewe=3.88, Synergy_HSA=2.33. (3) Drug 1: CC1CCC2CC(C(=CC=CC=CC(CC(C(=O)C(C(C(=CC(C(=O)CC(OC(=O)C3CCCCN3C(=O)C(=O)C1(O2)O)C(C)CC4CCC(C(C4)OC)OCCO)C)C)O)OC)C)C)C)OC. Drug 2: COC1=C2C(=CC3=C1OC=C3)C=CC(=O)O2. Cell line: NCI-H322M. Synergy scores: CSS=6.78, Synergy_ZIP=-2.00, Synergy_Bliss=0.0176, Synergy_Loewe=-0.0658, Synergy_HSA=1.08. (4) Drug 1: C1C(C(OC1N2C=C(C(=O)NC2=O)F)CO)O. Drug 2: C1=NNC2=C1C(=O)NC=N2. Cell line: IGROV1. Synergy scores: CSS=3.79, Synergy_ZIP=-2.34, Synergy_Bliss=-0.749, Synergy_Loewe=-5.94, Synergy_HSA=-0.763.